From a dataset of Forward reaction prediction with 1.9M reactions from USPTO patents (1976-2016). Predict the product of the given reaction. (1) Given the reactants C[CH2:2][N:3]=[C:4]=NCCCN(C)C.[ClH:12].C(N(C(C)C)CC)(C)C.Cl.CNC.[C:26]1([C:32]#[C:33][C:34]2[CH:35]=[N:36][CH:37]=[C:38]([CH:42]=2)[C:39](O)=[O:40])[CH:31]=[CH:30][CH:29]=[CH:28][CH:27]=1, predict the reaction product. The product is: [ClH:12].[CH3:2][N:3]([CH3:4])[C:39](=[O:40])[C:38]1[CH:42]=[C:34]([C:33]#[C:32][C:26]2[CH:31]=[CH:30][CH:29]=[CH:28][CH:27]=2)[CH:35]=[N:36][CH:37]=1. (2) Given the reactants [CH3:1][C:2]([CH3:19])([CH2:8][C:9]1[CH:14]=[CH:13][C:12]([C:15]([F:18])([F:17])[F:16])=[CH:11][CH:10]=1)[C:3]([O:5]CC)=[O:4].[OH-].[Na+].Cl, predict the reaction product. The product is: [CH3:1][C:2]([CH3:19])([CH2:8][C:9]1[CH:14]=[CH:13][C:12]([C:15]([F:16])([F:17])[F:18])=[CH:11][CH:10]=1)[C:3]([OH:5])=[O:4]. (3) Given the reactants [N:1]1[CH:6]=[CH:5][CH:4]=[CH:3][C:2]=1[CH:7]1[CH2:16][CH2:15][C:14]2[C:9](=[CH:10][CH:11]=[CH:12][CH:13]=2)[NH:8]1.[CH3:17][O:18][NH:19][C:20](=O)[O:21]C1C=CC([N+]([O-])=O)=CC=1.C(N(CC)C(C)C)(C)C.C(=O)(O)[O-].[Na+], predict the reaction product. The product is: [CH3:17][O:18][NH:19][C:20]([N:8]1[C:9]2[C:14](=[CH:13][CH:12]=[CH:11][CH:10]=2)[CH2:15][CH2:16][CH:7]1[C:2]1[CH:3]=[CH:4][CH:5]=[CH:6][N:1]=1)=[O:21]. (4) The product is: [CH:27]1([C:30]([O:26][CH:23]([C:5]2[C:6]3[N:7]4[CH2:14][CH2:13][CH2:12][N:11]([C:15]5[CH:20]=[CH:19][C:18]([Cl:21])=[CH:17][C:16]=5[Cl:22])[C:8]4=[N:9][C:10]=3[C:2]([Cl:1])=[CH:3][CH:4]=2)[CH2:24][CH3:25])=[O:31])[CH2:29][CH2:28]1. Given the reactants [Cl:1][C:2]1[C:10]2[N:9]=[C:8]3[N:11]([C:15]4[CH:20]=[CH:19][C:18]([Cl:21])=[CH:17][C:16]=4[Cl:22])[CH2:12][CH2:13][CH2:14][N:7]3[C:6]=2[C:5]([CH:23]([OH:26])[CH2:24][CH3:25])=[CH:4][CH:3]=1.[CH:27]1([C:30](O)=[O:31])[CH2:29][CH2:28]1.C(N(CC)CC)C.Cl.C(N=C=NCCCN(C)C)C, predict the reaction product. (5) Given the reactants [Cl:1][C:2]1[CH:7]=[C:6]([N:8]2[CH2:13][CH2:12][O:11][CH2:10][CH2:9]2)[CH:5]=[CH:4][C:3]=1[S:14]([C@H:17]1[CH2:21][N:20]([C:22]([C:24]2([C:27]3[CH:32]=[CH:31][C:30]([Cl:33])=[CH:29][CH:28]=3)[CH2:26][CH2:25]2)=[O:23])[C@H:19]([C:34](O)=[O:35])[CH2:18]1)(=[O:16])=[O:15].[CH:37]1([NH:40][C:41](=[O:48])[C:42](=[O:47])[C@@H:43]([NH2:46])[CH2:44][CH3:45])[CH2:39][CH2:38]1, predict the reaction product. The product is: [Cl:1][C:2]1[CH:7]=[C:6]([N:8]2[CH2:9][CH2:10][O:11][CH2:12][CH2:13]2)[CH:5]=[CH:4][C:3]=1[S:14]([C@H:17]1[CH2:21][N:20]([C:22]([C:24]2([C:27]3[CH:28]=[CH:29][C:30]([Cl:33])=[CH:31][CH:32]=3)[CH2:26][CH2:25]2)=[O:23])[C@H:19]([C:34]([NH:46][C@@H:43]([CH2:44][CH3:45])[C:42](=[O:47])[C:41]([NH:40][CH:37]2[CH2:39][CH2:38]2)=[O:48])=[O:35])[CH2:18]1)(=[O:15])=[O:16]. (6) Given the reactants [NH2:1][C:2]1[C:3]([C:19]#[N:20])=[C:4]([CH:16]=[CH:17][CH:18]=1)[O:5][CH2:6][C:7]([CH3:15])([CH3:14])[C:8]([NH:10][CH2:11][CH2:12][CH3:13])=[O:9].[C:21]([O:27][CH2:28][CH3:29])(=[O:26])[CH2:22][C:23]([CH3:25])=O.Cl[Sn](Cl)(Cl)Cl, predict the reaction product. The product is: [CH2:28]([O:27][C:21]([C:22]1[C:23]([CH3:25])=[N:1][C:2]2[C:3]([C:19]=1[NH2:20])=[C:4]([O:5][CH2:6][C:7]([CH3:15])([CH3:14])[C:8](=[O:9])[NH:10][CH2:11][CH2:12][CH3:13])[CH:16]=[CH:17][CH:18]=2)=[O:26])[CH3:29]. (7) Given the reactants [CH3:1][O:2][C:3]1[CH:22]=[CH:21][C:6]([CH2:7][C@@H:8]2[C:12]3=[N:13][C:14]4[CH:19]=[CH:18][CH:17]=[CH:16][C:15]=4[N:11]3[C:10](=[O:20])[NH:9]2)=[CH:5][CH:4]=1.[CH3:23][O:24][CH2:25][C@@H:26]([C:28]1[CH:33]=[CH:32][CH:31]=[CH:30][CH:29]=1)[NH2:27].C(O)(C(F)(F)F)=O, predict the reaction product. The product is: [NH:13]1[C:14]2[CH:19]=[CH:18][CH:17]=[CH:16][C:15]=2[N:11]=[C:12]1[C@H:8]([NH:9][C:10]([NH:27][C@H:26]([C:28]1[CH:33]=[CH:32][CH:31]=[CH:30][CH:29]=1)[CH2:25][O:24][CH3:23])=[O:20])[CH2:7][C:6]1[CH:5]=[CH:4][C:3]([O:2][CH3:1])=[CH:22][CH:21]=1.